This data is from Reaction yield outcomes from USPTO patents with 853,638 reactions. The task is: Predict the reaction yield, written as a fraction of the theoretical maximum amount of product (1.0 means a 100% yield; for example, 0.34 means a 34% yield). (1) The reactants are [NH2:1][C:2]1[NH:7][C:6](=[O:8])[CH:5]=[C:4](Cl)[N:3]=1.[NH2:10][NH2:11]. The catalyst is O. The product is [NH2:1][C:2]1[NH:7][C:6](=[O:8])[CH:5]=[C:4]([NH:10][NH2:11])[N:3]=1. The yield is 0.460. (2) The reactants are [NH2:1][C:2]1[CH:7]=[CH:6][C:5]([OH:8])=[CH:4][C:3]=1[CH3:9].N1C=CN=C1.[CH:15]([Si:18](Cl)([CH:22]([CH3:24])[CH3:23])[CH:19]([CH3:21])[CH3:20])([CH3:17])[CH3:16]. The catalyst is C1COCC1.CC(OC)(C)C. The product is [CH3:9][C:3]1[CH:4]=[C:5]([O:8][Si:18]([CH:22]([CH3:24])[CH3:23])([CH:19]([CH3:21])[CH3:20])[CH:15]([CH3:17])[CH3:16])[CH:6]=[CH:7][C:2]=1[NH2:1]. The yield is 0.830. (3) The reactants are [Cl:1][C:2]1[C:3](/[CH:21]=[N:22]/[NH:23][S:24]([C:27]2[CH:32]=[CH:31][CH:30]=[CH:29][CH:28]=2)(=[O:26])=[O:25])=[C:4]([N:8]2[CH2:13][CH2:12][N:11]([C:14]([O:16][C:17]([CH3:20])([CH3:19])[CH3:18])=[O:15])[CH2:10][CH2:9]2)[CH:5]=[CH:6][CH:7]=1.CCCCCCC. The catalyst is C1(C)C=CC=CC=1.C(O)(C)C. The product is [Cl:1][C:2]1[C:3](/[CH:21]=[N:22]\[NH:23][S:24]([C:27]2[CH:32]=[CH:31][CH:30]=[CH:29][CH:28]=2)(=[O:26])=[O:25])=[C:4]([N:8]2[CH2:9][CH2:10][N:11]([C:14]([O:16][C:17]([CH3:20])([CH3:19])[CH3:18])=[O:15])[CH2:12][CH2:13]2)[CH:5]=[CH:6][CH:7]=1. The yield is 0.540. (4) The reactants are C([O:5][CH2:6][CH2:7][C:8]1[CH:13]=[CH:12][C:11]([N:14]2[C:18]3=[N:19][C:20]([CH3:24])=[CH:21][C:22]([CH3:23])=[C:17]3[N:16]=[C:15]2[CH2:25][CH3:26])=[CH:10][CH:9]=1)(=O)CC.[Li+].[OH-]. The catalyst is CO.C1COCC1. The product is [CH2:25]([C:15]1[N:14]([C:11]2[CH:10]=[CH:9][C:8]([CH2:7][CH2:6][OH:5])=[CH:13][CH:12]=2)[C:18]2=[N:19][C:20]([CH3:24])=[CH:21][C:22]([CH3:23])=[C:17]2[N:16]=1)[CH3:26]. The yield is 0.860.